Dataset: Reaction yield outcomes from USPTO patents with 853,638 reactions. Task: Predict the reaction yield, written as a fraction of the theoretical maximum amount of product (1.0 means a 100% yield; for example, 0.34 means a 34% yield). (1) The reactants are [C@@H:1]1([OH:8])[CH2:6][CH2:5][CH2:4][CH2:3][C@H:2]1[OH:7].S(Cl)(Cl)=O.[S:13](=O)(=O)([OH:15])[OH:14].[Mn]([O-])(=O)(=O)=O.[K+].S([O-])(O)=O.[Na+]. The catalyst is C(Cl)Cl.C1(C)C=CC=CC=1. The product is [O:7]1[CH:2]2[CH2:3][CH2:4][CH2:5][CH2:6][CH:1]2[O:8][S:13]1(=[O:15])=[O:14]. The yield is 0.900. (2) The reactants are [C:1]([O:9][CH2:10][C@:11]1([CH3:16])[CH:15]=[CH:14][CH2:13][O:12]1)(=[O:8])[C:2]1[CH:7]=[CH:6][CH:5]=[CH:4][CH:3]=1.S(C)C.C([O-])(=[O:22])C.[Na+].OO. The catalyst is C1COCC1.O.CCOC(C)=O. The product is [C:1]([O:9][CH2:10][C@:11]1([CH3:16])[CH2:15][CH:14]([OH:22])[CH2:13][O:12]1)(=[O:8])[C:2]1[CH:3]=[CH:4][CH:5]=[CH:6][CH:7]=1. The yield is 0.980. (3) The reactants are C[O:2][C:3]1[CH:4]=[C:5]([C:9]2[S:10][C:11]([C:14]3[CH:19]=[CH:18][CH:17]=[C:16]([O:20]C)[CH:15]=3)=[CH:12][CH:13]=2)[CH:6]=[CH:7][CH:8]=1. The catalyst is CCCCCC.C(OCC)(=O)C. The product is [S:10]1[C:11]([C:14]2[CH:15]=[C:16]([OH:20])[CH:17]=[CH:18][CH:19]=2)=[CH:12][CH:13]=[C:9]1[C:5]1[CH:4]=[C:3]([OH:2])[CH:8]=[CH:7][CH:6]=1. The yield is 0.950. (4) The reactants are [CH3:1][C:2]1[C:7]([O:8][C:9]2[C:10]([C:22]#[N:23])=[N:11][CH:12]=[C:13]([S:15][C:16]3[CH:21]=[CH:20][CH:19]=[CH:18][N:17]=3)[CH:14]=2)=[CH:6][CH:5]=[CH:4][N:3]=1.[OH:24]S(O)(=O)=O. No catalyst specified. The product is [CH3:1][C:2]1[C:7]([O:8][C:9]2[C:10]([C:22]([NH2:23])=[O:24])=[N:11][CH:12]=[C:13]([S:15][C:16]3[CH:21]=[CH:20][CH:19]=[CH:18][N:17]=3)[CH:14]=2)=[CH:6][CH:5]=[CH:4][N:3]=1. The yield is 0.960. (5) The reactants are CC(OC(/N=N/C(OC(C)C)=O)=O)C.C1(P(C2C=CC=CC=2)C2C=CC=CC=2)C=CC=CC=1.[CH2:34]([O:41][CH:42]([CH:68]([C:75]1[CH:80]=[CH:79][CH:78]=[CH:77][CH:76]=1)[C:69]1[CH:74]=[CH:73][CH:72]=[CH:71][CH:70]=1)[C:43]([NH:45][C:46]1[CH:51]=[CH:50][CH:49]=[C:48]([F:52])[C:47]=1[CH2:53][CH2:54][C@H:55]([NH:58][S:59]([C:62]1[CH:67]=[CH:66][CH:65]=[CH:64][CH:63]=1)(=[O:61])=[O:60])[CH2:56]O)=[O:44])[C:35]1[CH:40]=[CH:39][CH:38]=[CH:37][CH:36]=1. The catalyst is C1COCC1. The product is [CH2:34]([O:41][CH:42]([CH:68]([C:69]1[CH:74]=[CH:73][CH:72]=[CH:71][CH:70]=1)[C:75]1[CH:76]=[CH:77][CH:78]=[CH:79][CH:80]=1)[C:43]([NH:45][C:46]1[CH:51]=[CH:50][CH:49]=[C:48]([F:52])[C:47]=1[CH2:53][CH2:54][CH:55]1[CH2:56][N@@:58]1[S:59]([C:62]1[CH:63]=[CH:64][CH:65]=[CH:66][CH:67]=1)(=[O:61])=[O:60])=[O:44])[C:35]1[CH:36]=[CH:37][CH:38]=[CH:39][CH:40]=1. The yield is 1.00. (6) The reactants are [C:1]([O:5][C:6]([N:8]1[CH2:12][CH2:11][C@H:10]([OH:13])[CH2:9]1)=[O:7])([CH3:4])([CH3:3])[CH3:2].C(N(CC)CC)C.[CH3:21][S:22](Cl)(=[O:24])=[O:23].O. The catalyst is ClCCl. The product is [C:1]([O:5][C:6]([N:8]1[CH2:12][CH2:11][C@H:10]([O:13][S:22]([CH3:21])(=[O:24])=[O:23])[CH2:9]1)=[O:7])([CH3:4])([CH3:2])[CH3:3]. The yield is 1.00.